From a dataset of Catalyst prediction with 721,799 reactions and 888 catalyst types from USPTO. Predict which catalyst facilitates the given reaction. (1) Reactant: [CH3:1][C:2]1[N:6]([CH2:7][C:8]([O:10][CH3:11])=[O:9])[C:5]2[S:12][CH:13]=[CH:14][C:4]=2[CH:3]=1.[Cl-].C([Al+]CC)C.[S:21]1[C:28]2[CH:27]=[C:26]([C:29](Cl)=[O:30])[NH:25][C:24]=2[CH:23]=[CH:22]1. Product: [CH3:1][C:2]1[N:6]([CH2:7][C:8]([O:10][CH3:11])=[O:9])[C:5]2[S:12][CH:13]=[CH:14][C:4]=2[C:3]=1[C:29]([C:26]1[NH:25][C:24]2[CH:23]=[CH:22][S:21][C:28]=2[CH:27]=1)=[O:30]. The catalyst class is: 4. (2) Reactant: CCCCCC.C([Li])CCC.[CH2:12]([O:19][C:20]1[CH:25]=[C:24]([F:26])[CH:23]=[CH:22][C:21]=1Br)[C:13]1[CH:18]=[CH:17][CH:16]=[CH:15][CH:14]=1.[CH3:28][O:29][C:30]1[CH:37]=[CH:36][C:33]([CH:34]=[O:35])=[CH:32][CH:31]=1.[Cl-].[NH4+]. Product: [CH2:12]([O:19][C:20]1[CH:25]=[C:24]([F:26])[CH:23]=[CH:22][C:21]=1[CH:34]([C:33]1[CH:36]=[CH:37][C:30]([O:29][CH3:28])=[CH:31][CH:32]=1)[OH:35])[C:13]1[CH:18]=[CH:17][CH:16]=[CH:15][CH:14]=1. The catalyst class is: 1. (3) Reactant: [F:1][C:2]1[C:7]([C:8]#[N:9])=[C:6]([NH:10][C:11]2[CH:16]=[CH:15][CH:14]=[CH:13][N:12]=2)[C:5]([N+:17]([O-])=O)=[CH:4][CH:3]=1.[Cl-].[NH4+]. Product: [NH2:17][C:5]1[C:6]([NH:10][C:11]2[CH:16]=[CH:15][CH:14]=[CH:13][N:12]=2)=[C:7]([C:2]([F:1])=[CH:3][CH:4]=1)[C:8]#[N:9]. The catalyst class is: 406. (4) Reactant: [N:1]1[C:8]([NH2:9])=[N:7][C:5]([NH2:6])=[N:4][C:2]=1[NH2:3].[OH-:10].[Mg+2:11].[OH-].[P:13](=[O:17])([OH:16])([OH:15])[OH:14]. Product: [OH2:14].[OH2:10].[P:13]([O-:17])([O-:16])([O-:15])=[O:14].[Mg+2:11].[N:1]1[C:8]([NH2:9])=[N:7][C:5]([NH2:6])=[N:4][C:2]=1[NH2:3].[P:13]([O-:17])([O-:16])([O-:15])=[O:14].[Mg+2:11].[Mg+2:11]. The catalyst class is: 6. (5) Reactant: [H-].[Na+].[NH:3]1[CH:7]=[CH:6][N:5]=[C:4]1[CH:8]=[O:9].[CH3:10][Si:11]([CH3:18])([CH3:17])[CH2:12][CH2:13][O:14][CH2:15]Cl. Product: [CH3:10][Si:11]([CH3:18])([CH3:17])[CH2:12][CH2:13][O:14][CH2:15][N:3]1[CH:7]=[CH:6][N:5]=[C:4]1[CH:8]=[O:9]. The catalyst class is: 6. (6) Reactant: [NH2:1][C:2]1[N:7]=[CH:6][N:5]=[C:4]2[N:8]([C@H:26]3[CH2:31][CH2:30][C@@H:29]([N:32]4[CH2:37][CH2:36][N:35]([CH3:38])[CH2:34][CH2:33]4)[CH2:28][CH2:27]3)[N:9]=[C:10]([C:11]3[CH:25]=[CH:24][C:14]([O:15][C:16]4[CH:23]=[CH:22]C(C#N)=[CH:18][CH:17]=4)=[CH:13][CH:12]=3)[C:3]=12.[C:39]([OH:42])(=[O:41])[CH3:40]. Product: [NH2:1][C:2]1[N:7]=[CH:6][N:5]=[C:4]2[N:8]([C@H:26]3[CH2:27][CH2:28][C@@H:29]([N:32]4[CH2:37][CH2:36][N:35]([CH3:38])[CH2:34][CH2:33]4)[CH2:30][CH2:31]3)[N:9]=[C:10]([C:11]3[CH:12]=[CH:13][C:14]([O:15][C:16]4[CH:23]=[CH:22][C:40]([C:39]([OH:42])=[O:41])=[CH:18][CH:17]=4)=[CH:24][CH:25]=3)[C:3]=12. The catalyst class is: 126. (7) Reactant: [NH2:1][C:2]1[C:7]([CH2:8][N:9]2[CH:13]=[CH:12][N:11]=[CH:10]2)=[C:6]([CH:14]2[CH2:19][CH2:18][N:17](C(OC(C)(C)C)=O)[CH2:16][CH2:15]2)[CH:5]=[C:4]([C:27]2[C:32]([OH:33])=[CH:31][CH:30]=[CH:29][C:28]=2[O:34][CH2:35][CH:36]2[CH2:38][CH2:37]2)[N:3]=1.[ClH:39]. Product: [ClH:39].[NH2:1][C:2]1[N:3]=[C:4]([C:27]2[C:28]([O:34][CH2:35][CH:36]3[CH2:37][CH2:38]3)=[CH:29][CH:30]=[CH:31][C:32]=2[OH:33])[CH:5]=[C:6]([CH:14]2[CH2:19][CH2:18][NH:17][CH2:16][CH2:15]2)[C:7]=1[CH2:8][N:9]1[CH:13]=[CH:12][N:11]=[CH:10]1. The catalyst class is: 12. (8) Reactant: [OH:1][C:2]1[C:3]([CH3:8])=[N:4][CH:5]=[CH:6][CH:7]=1.Br[CH2:10][C:11]([O:13][CH3:14])=[O:12].C(=O)([O-])[O-].[Cs+].[Cs+].C(=O)([O-])O.[Na+]. Product: [CH3:8][C:3]1[C:2]([O:1][CH2:10][C:11]([O:13][CH3:14])=[O:12])=[CH:7][CH:6]=[CH:5][N:4]=1. The catalyst class is: 10.